This data is from Forward reaction prediction with 1.9M reactions from USPTO patents (1976-2016). The task is: Predict the product of the given reaction. Given the reactants O.O.[K].[CH3:4][C:5]1[CH:6]=[C:7]([NH:11][C:12]2[CH:17]=[CH:16][N:15]=[CH:14][C:13]=2[S:18]([NH2:21])(=[O:20])=[O:19])[CH:8]=[CH:9][CH:10]=1.[CH:22]([N:25]=[C:26]=[O:27])([CH3:24])[CH3:23], predict the reaction product. The product is: [CH3:4][C:5]1[CH:6]=[C:7]([NH:11][C:12]2[CH:17]=[CH:16][N:15]=[CH:14][C:13]=2[S:18]([NH:21][C:26]([NH:25][CH:22]([CH3:24])[CH3:23])=[O:27])(=[O:20])=[O:19])[CH:8]=[CH:9][CH:10]=1.